This data is from Forward reaction prediction with 1.9M reactions from USPTO patents (1976-2016). The task is: Predict the product of the given reaction. (1) Given the reactants [H-].[Na+].CN(C=O)C.[O:8]1[CH2:13][CH2:12][CH2:11][CH2:10][CH:9]1[N:14]1[CH:18]=[C:17]([C:19]2[CH:20]=[C:21]3[C:25](=[CH:26][CH:27]=2)[NH:24][N:23]=[CH:22]3)[CH:16]=[N:15]1.CC1C=CC(S(O[CH2:39][C@H:40]2[CH2:44][C@@H:43]([CH3:45])[N:42]([CH2:46][C:47]3[CH:52]=[CH:51][CH:50]=[CH:49][CH:48]=3)[CH2:41]2)(=O)=O)=CC=1, predict the reaction product. The product is: [CH2:46]([N:42]1[C@H:43]([CH3:45])[CH2:44][C@H:40]([CH2:39][N:24]2[C:25]3[C:21](=[CH:20][C:19]([C:17]4[CH:16]=[N:15][N:14]([CH:9]5[CH2:10][CH2:11][CH2:12][CH2:13][O:8]5)[CH:18]=4)=[CH:27][CH:26]=3)[CH:22]=[N:23]2)[CH2:41]1)[C:47]1[CH:52]=[CH:51][CH:50]=[CH:49][CH:48]=1. (2) Given the reactants FC1C=C2C(C(C3C=NN(CC4CCNCC4)C=3)=CN2S(C2C=CC=CC=2)(=O)=O)=CC=1.[F:32][C:33]1[CH:34]=[C:35]2[C:39](=[CH:40][C:41]=1[F:42])[N:38]([S:43]([C:46]1[CH:51]=[CH:50][CH:49]=[CH:48][CH:47]=1)(=[O:45])=[O:44])[CH:37]=[C:36]2[C:52]1[CH:53]=[N:54][N:55]([CH2:57][CH:58]2[CH2:63][CH2:62][N:61](C(OC(C)(C)C)=O)[CH2:60][CH2:59]2)[CH:56]=1, predict the reaction product. The product is: [F:32][C:33]1[CH:34]=[C:35]2[C:39](=[CH:40][C:41]=1[F:42])[N:38]([S:43]([C:46]1[CH:47]=[CH:48][CH:49]=[CH:50][CH:51]=1)(=[O:44])=[O:45])[CH:37]=[C:36]2[C:52]1[CH:53]=[N:54][N:55]([CH2:57][CH:58]2[CH2:63][CH2:62][NH:61][CH2:60][CH2:59]2)[CH:56]=1. (3) Given the reactants [Br:1][C:2]1[CH:7]=[CH:6][C:5]([C:8]2[CH:9]=[C:10]([N+:15]([O-:17])=[O:16])[C:11](O)=[N:12][CH:13]=2)=[CH:4][CH:3]=1.C(=O)([O-])O.[Na+].P(Cl)(Cl)([Cl:25])=O, predict the reaction product. The product is: [Cl:25][C:11]1[C:10]([N+:15]([O-:17])=[O:16])=[CH:9][C:8]([C:5]2[CH:6]=[CH:7][C:2]([Br:1])=[CH:3][CH:4]=2)=[CH:13][N:12]=1. (4) Given the reactants O.O.[Sn](Cl)Cl.[Cl:6][C:7]1[C:16]([N+:17]([O-])=O)=[C:15]2[C:10]([N:11]=[CH:12][C:13]([CH3:20])=[N:14]2)=[CH:9][CH:8]=1, predict the reaction product. The product is: [Cl:6][C:7]1[C:16]([NH2:17])=[C:15]2[C:10](=[CH:9][CH:8]=1)[N:11]=[CH:12][C:13]([CH3:20])=[N:14]2. (5) Given the reactants [NH2:1][C:2]1[CH:3]=[C:4]([CH:10]=[CH:11][CH:12]=1)[O:5][CH2:6][C:7]([OH:9])=[O:8].C1(C)C=CC=CC=1.O.C1(C)C=CC(S(O)(=O)=O)=CC=1.[CH:32]([NH:34][NH:35][CH:36]=O)=O, predict the reaction product. The product is: [N:34]1[N:35]=[CH:36][N:1]([C:2]2[CH:3]=[C:4]([CH:10]=[CH:11][CH:12]=2)[O:5][CH2:6][C:7]([OH:9])=[O:8])[CH:32]=1. (6) Given the reactants C(C1C=CC(C(NC2C=CC(C3C=C4C(CN([C@@H](C(C)C)C(O)=O)C4=O)=CC=3)=NC=2)=O)=CC=1)(C)(C)C.[CH2:37]([O:41][C:42]1[CH:75]=[CH:74][C:45]([C:46]([NH:48][C:49]2[CH:54]=[CH:53][C:52]([C:55]3[CH:63]=[C:62]4[C:58]([CH2:59][N:60]([C@@H:65]([CH:70]([CH3:72])[CH3:71])[C:66]([O:68]C)=[O:67])[C:61]4=[O:64])=[CH:57][CH:56]=3)=[C:51]([Cl:73])[CH:50]=2)=[O:47])=[CH:44][CH:43]=1)[CH2:38][CH2:39][CH3:40], predict the reaction product. The product is: [CH2:37]([O:41][C:42]1[CH:75]=[CH:74][C:45]([C:46]([NH:48][C:49]2[CH:54]=[CH:53][C:52]([C:55]3[CH:63]=[C:62]4[C:58]([CH2:59][N:60]([C@@H:65]([CH:70]([CH3:71])[CH3:72])[C:66]([OH:68])=[O:67])[C:61]4=[O:64])=[CH:57][CH:56]=3)=[C:51]([Cl:73])[CH:50]=2)=[O:47])=[CH:44][CH:43]=1)[CH2:38][CH2:39][CH3:40]. (7) Given the reactants [OH-].[Na+].[CH:3]1([C:6]2[C:11]([C:12]3[CH:17]=[CH:16][C:15]([F:18])=[CH:14][CH:13]=3)=[C:10]([F:19])[C:9]([O:20][CH2:21][CH3:22])=[C:8]([CH2:23][N:24]3[CH2:29][CH2:28][CH:27]([N:30]4[CH2:39][CH2:38][C:37]5[N:36]=[C:35]([CH3:40])[C:34]([C:41]([O:43]C)=[O:42])=[CH:33][C:32]=5[C:31]4=[O:45])[CH2:26][CH2:25]3)[CH:7]=2)[CH2:5][CH2:4]1.Cl, predict the reaction product. The product is: [CH:3]1([C:6]2[C:11]([C:12]3[CH:17]=[CH:16][C:15]([F:18])=[CH:14][CH:13]=3)=[C:10]([F:19])[C:9]([O:20][CH2:21][CH3:22])=[C:8]([CH2:23][N:24]3[CH2:25][CH2:26][CH:27]([N:30]4[CH2:39][CH2:38][C:37]5[N:36]=[C:35]([CH3:40])[C:34]([C:41]([OH:43])=[O:42])=[CH:33][C:32]=5[C:31]4=[O:45])[CH2:28][CH2:29]3)[CH:7]=2)[CH2:5][CH2:4]1. (8) Given the reactants Cl.[F:2][C:3]1[CH:4]=[C:5]([CH:8]=[CH:9][C:10]=1[NH:11][S:12]([CH3:15])(=[O:14])=[O:13])[CH2:6][NH2:7].[C:16]([C:20]1[N:25]=[CH:24][C:23]([O:26][CH2:27][C:28](O)=[O:29])=[CH:22][C:21]=1[Cl:31])([CH3:19])([CH3:18])[CH3:17].CN1CCOCC1, predict the reaction product. The product is: [C:16]([C:20]1[N:25]=[CH:24][C:23]([O:26][CH2:27][C:28]([NH:7][CH2:6][C:5]2[CH:8]=[CH:9][C:10]([NH:11][S:12]([CH3:15])(=[O:14])=[O:13])=[C:3]([F:2])[CH:4]=2)=[O:29])=[CH:22][C:21]=1[Cl:31])([CH3:19])([CH3:17])[CH3:18]. (9) Given the reactants [OH:1][C:2]1[CH:3]=[C:4]([CH:7]=[CH:8][CH:9]=1)[CH2:5][OH:6].Br[C:11]1[CH:16]=[CH:15][CH:14]=[CH:13][N:12]=1.C(=O)([O-])[O-].[K+].[K+], predict the reaction product. The product is: [N:12]1[CH:13]=[CH:14][CH:15]=[CH:16][C:11]=1[O:1][C:2]1[CH:3]=[C:4]([CH:7]=[CH:8][CH:9]=1)[CH:5]=[O:6]. (10) The product is: [CH3:36][O:35][CH2:34][CH2:33][CH2:32][CH2:31][C:17]1([CH2:16][NH:15][C:14]([CH:10]2[CH2:11][CH2:12][CH2:13][NH:8][CH2:9]2)=[O:37])[C:18]2[CH:19]=[CH:20][CH:21]=[CH:22][C:23]=2[O:24][C:25]2[C:30]1=[CH:29][CH:28]=[CH:27][CH:26]=2. Given the reactants C(OC([N:8]1[CH2:13][CH2:12][CH2:11][CH:10]([C:14](=[O:37])[NH:15][CH2:16][C:17]2([CH2:31][CH2:32][CH2:33][CH2:34][O:35][CH3:36])[C:30]3[CH:29]=[CH:28][CH:27]=[CH:26][C:25]=3[O:24][C:23]3[C:18]2=[CH:19][CH:20]=[CH:21][CH:22]=3)[CH2:9]1)=O)(C)(C)C.C([O-])(O)=O.[Na+].CC#N, predict the reaction product.